Dataset: HIV replication inhibition screening data with 41,000+ compounds from the AIDS Antiviral Screen. Task: Binary Classification. Given a drug SMILES string, predict its activity (active/inactive) in a high-throughput screening assay against a specified biological target. The drug is COC(=O)c1ccccc1NCc1cc(O)ccc1O. The result is 0 (inactive).